Dataset: Full USPTO retrosynthesis dataset with 1.9M reactions from patents (1976-2016). Task: Predict the reactants needed to synthesize the given product. (1) Given the product [P:1]([OH:49])([OH:50])([O:3][CH2:4][O:5][C:6]1[CH:11]=[CH:10][C:9]([C:12]2[C:21](=[O:22])[C:20]3[C:15](=[CH:16][C:17]([O:23][CH2:24][C:25]4[N:26]=[C:27]([C:30]5[CH:35]=[C:34]([F:36])[CH:33]=[C:32]([C:37]([F:40])([F:39])[F:38])[CH:31]=5)[O:28][CH:29]=4)=[CH:18][CH:19]=3)[O:14][CH:13]=2)=[CH:8][CH:7]=1)=[O:2], predict the reactants needed to synthesize it. The reactants are: [P:1]([O-:50])([O-:49])([O:3][C:4](C(C)(C)C)(C(C)(C)C)[O:5][C:6]1[CH:11]=[CH:10][C:9]([C:12]2[C:21](=[O:22])[C:20]3[C:15](=[CH:16][C:17]([O:23][CH2:24][C:25]4[N:26]=[C:27]([C:30]5[CH:35]=[C:34]([F:36])[CH:33]=[C:32]([C:37]([F:40])([F:39])[F:38])[CH:31]=5)[O:28][CH:29]=4)=[CH:18][CH:19]=3)[O:14][CH:13]=2)=[CH:8][CH:7]=1)=[O:2].FC(F)(F)C(O)=O. (2) Given the product [C:2]([C:3](=[CH:10][O:9][CH2:7][CH3:8])[C:4]#[N:5])(=[O:1])[CH3:6], predict the reactants needed to synthesize it. The reactants are: [O:1]=[C:2]([CH3:6])[CH2:3][C:4]#[N:5].[CH2:7]([O:9][CH:10](OCC)OCC)[CH3:8].C(OC(=O)C)(=O)C.